The task is: Predict the product of the given reaction.. This data is from Forward reaction prediction with 1.9M reactions from USPTO patents (1976-2016). (1) The product is: [CH2:33]([N:35]([CH2:39][CH3:40])[C:36]([N:29]1[CH2:28][CH2:27][N:26]([C:24]([C:6]2[N:5]([CH2:4][CH:3]([F:2])[F:32])[C:13]3[C:8]([CH:7]=2)=[CH:9][C:10]([O:14][CH:15]2[CH2:20][CH2:19][N:18]([CH:21]([CH3:23])[CH3:22])[CH2:17][CH2:16]2)=[CH:11][CH:12]=3)=[O:25])[CH2:31][CH2:30]1)=[O:37])[CH3:34]. Given the reactants Cl.[F:2][CH:3]([F:32])[CH2:4][N:5]1[C:13]2[C:8](=[CH:9][C:10]([O:14][CH:15]3[CH2:20][CH2:19][N:18]([CH:21]([CH3:23])[CH3:22])[CH2:17][CH2:16]3)=[CH:11][CH:12]=2)[CH:7]=[C:6]1[C:24]([N:26]1[CH2:31][CH2:30][NH:29][CH2:28][CH2:27]1)=[O:25].[CH2:33]([N:35]([CH2:39][CH3:40])[C:36](Cl)=[O:37])[CH3:34], predict the reaction product. (2) Given the reactants [F:1][C:2]1([F:33])[CH2:6][CH2:5][N:4]([C:7]([C:9]2([CH3:32])[CH2:13][N:12]([C:14]3[CH:15]=[N:16][N:17]4[CH2:22][C@H:21]([CH3:23])[N:20]([C:24](OC(C)(C)C)=[O:25])[CH2:19][C:18]=34)[C:11](=[O:31])[CH2:10]2)=[O:8])[CH2:3]1.FC(F)(F)C(O)=O.CCN(C(C)C)C(C)C.[F:50][C:51]1[CH:52]=[C:53]([NH:59]C(=O)OC2C=CC=CC=2)[CH:54]=[C:55]([F:58])[C:56]=1[F:57], predict the reaction product. The product is: [F:1][C:2]1([F:33])[CH2:6][CH2:5][N:4]([C:7]([C:9]2([CH3:32])[CH2:13][N:12]([C:14]3[CH:15]=[N:16][N:17]4[CH2:22][C@H:21]([CH3:23])[N:20]([C:24]([NH:59][C:53]5[CH:52]=[C:51]([F:50])[C:56]([F:57])=[C:55]([F:58])[CH:54]=5)=[O:25])[CH2:19][C:18]=34)[C:11](=[O:31])[CH2:10]2)=[O:8])[CH2:3]1. (3) Given the reactants OS(O)(=O)=O.[CH2:6]([C:10]1[CH:15]=[C:14]([Cl:16])[N:13]=[N:12][C:11]=1[C:17]1[CH:22]=[CH:21][CH:20]=[CH:19][CH:18]=1)[CH2:7][CH2:8][CH3:9].CCCCCC.C[CH2:30][O:31]C(C)=O, predict the reaction product. The product is: [CH2:6]([C:10]1[C:15]([CH2:30][OH:31])=[C:14]([Cl:16])[N:13]=[N:12][C:11]=1[C:17]1[CH:22]=[CH:21][CH:20]=[CH:19][CH:18]=1)[CH2:7][CH2:8][CH3:9]. (4) Given the reactants [CH:1]1([N:4]2[C:8]3[CH:9]=[CH:10][C:11]4[C@@H:12]([OH:24])[C@H:13]([OH:23])[C@@H:14]([C:17]5[CH:22]=[CH:21][CH:20]=[CH:19][CH:18]=5)[O:15][C:16]=4[C:7]=3[N:6]=[C:5]2[CH3:25])[CH2:3][CH2:2]1.S(=O)(=O)(O)O, predict the reaction product. The product is: [CH:1]1([N:4]2[C:8]3[CH:9]=[CH:10][C:11]4[C@H:12]([O:24][CH2:13][CH2:14][O:15][CH3:16])[C@H:13]([OH:23])[C@@H:14]([C:17]5[CH:22]=[CH:21][CH:20]=[CH:19][CH:18]=5)[O:15][C:16]=4[C:7]=3[N:6]=[C:5]2[CH3:25])[CH2:3][CH2:2]1. (5) Given the reactants [Br:1][C:2]1[CH:3]=[C:4]([N+:9]([O-])=O)[C:5]([Cl:8])=[N:6][CH:7]=1.[CH:12]([Mg]Br)=[CH2:13], predict the reaction product. The product is: [Br:1][C:2]1[CH:7]=[N:6][C:5]([Cl:8])=[C:4]2[NH:9][CH:12]=[CH:13][C:3]=12. (6) The product is: [C:49]([NH:19][C:16]1[C:17]2[N:18]=[C:2]([Br:1])[N:3]([C:12]=2[N:13]=[CH:14][N:15]=1)[C@@H:4]1[O:11][C@H:8]([CH2:9][O:10][C:28]([C:29]2[CH:34]=[CH:33][CH:32]=[CH:31][CH:30]=2)([C:35]2[CH:40]=[CH:39][C:38]([O:41][CH3:42])=[CH:37][CH:36]=2)[C:25]2[CH:26]=[CH:27][C:22]([O:21][CH3:20])=[CH:23][CH:24]=2)[C@@H:6]([OH:7])[CH2:5]1)(=[O:56])[C:50]1[CH:55]=[CH:54][CH:53]=[CH:52][CH:51]=1. Given the reactants [Br:1][C:2]1[N:3]([C:12]2[N:13]=[CH:14][N:15]=[C:16]([NH2:19])[C:17]=2[N:18]=1)[C@@H:4]1[O:11][C@H:8]([CH2:9][OH:10])[C@@H:6]([OH:7])[CH2:5]1.[CH3:20][O:21][C:22]1[CH:27]=[CH:26][C:25]([C:28](Cl)([C:35]2[CH:40]=[CH:39][C:38]([O:41][CH3:42])=[CH:37][CH:36]=2)[C:29]2[CH:34]=[CH:33][CH:32]=[CH:31][CH:30]=2)=[CH:24][CH:23]=1.C[Si](C)(C)Cl.[C:49](Cl)(=[O:56])[C:50]1[CH:55]=[CH:54][CH:53]=[CH:52][CH:51]=1, predict the reaction product. (7) Given the reactants [CH3:1][N:2]1[C:6]([CH3:7])=[C:5]([CH2:8][C:9]2[CH:14]=[CH:13][C:12]([OH:15])=[CH:11][CH:10]=2)[C:4]([CH3:16])=[N:3]1.[CH3:17][N:18]([C:22]1[CH:27]=[CH:26][CH:25]=[CH:24][CH:23]=1)[C:19](Cl)=[O:20], predict the reaction product. The product is: [CH3:1][N:2]1[C:6]([CH3:7])=[C:5]([CH2:8][C:9]2[CH:14]=[CH:13][C:12]([O:15][C:19](=[O:20])[N:18]([CH3:17])[C:22]3[CH:27]=[CH:26][CH:25]=[CH:24][CH:23]=3)=[CH:11][CH:10]=2)[C:4]([CH3:16])=[N:3]1.